From a dataset of Full USPTO retrosynthesis dataset with 1.9M reactions from patents (1976-2016). Predict the reactants needed to synthesize the given product. (1) Given the product [NH2:14][CH:9]([CH2:10][O:11][CH2:12][CH3:13])[CH2:8][NH:7][C:6](=[O:25])[O:5][C:1]([CH3:3])([CH3:4])[CH3:2], predict the reactants needed to synthesize it. The reactants are: [C:1]([O:5][C:6](=[O:25])[NH:7][CH2:8][CH:9]([N:14]1C(=O)C2C(=CC=CC=2)C1=O)[CH2:10][O:11][CH2:12][CH3:13])([CH3:4])([CH3:3])[CH3:2].CN. (2) The reactants are: [F:1][C:2]1[CH:7]=[CH:6][C:5]([NH:8][C:9]([C:11]2[C:15]([NH2:16])=[CH:14][NH:13][N:12]=2)=[O:10])=[CH:4][CH:3]=1.CCN=C=N[CH2:22][CH2:23][CH2:24][N:25]([CH3:27])C.C1C=CC2N([OH:37])N=NC=2C=1.CN([CH:41]=[O:42])C. Given the product [F:1][C:2]1[CH:3]=[CH:4][C:5]([NH:8][C:9]([C:11]2[C:15]([NH:16][C:41]([CH:24]3[CH2:23][CH2:22][C:27](=[O:37])[NH:25]3)=[O:42])=[CH:14][NH:13][N:12]=2)=[O:10])=[CH:6][CH:7]=1, predict the reactants needed to synthesize it. (3) Given the product [CH2:1]([O:3][C:4]1[CH:9]=[C:8]([C:17]2[CH:18]=[CH:19][N:14]=[CH:15][CH:16]=2)[CH:7]=[CH:6][C:5]=1[N+:11]([O-:13])=[O:12])[CH3:2], predict the reactants needed to synthesize it. The reactants are: [CH2:1]([O:3][C:4]1[CH:9]=[C:8](Br)[CH:7]=[CH:6][C:5]=1[N+:11]([O-:13])=[O:12])[CH3:2].[N:14]1[CH:19]=[CH:18][C:17](B(O)O)=[CH:16][CH:15]=1.C([O-])([O-])=O.[K+].[K+]. (4) Given the product [CH3:1][O:2][C:3]1[N:4]=[C:5]2[C:10](=[CH:11][CH:12]=1)[N:9]=[CH:8][CH:7]=[C:6]2[CH2:13][CH2:14][N:15]1[CH2:20][CH2:19][CH2:18][CH:17]([CH2:21][NH:22][CH2:41][C:39]2[CH:38]=[CH:37][C:34]3[S:35][CH2:36][C:31](=[O:30])[NH:32][C:33]=3[N:40]=2)[CH2:16]1, predict the reactants needed to synthesize it. The reactants are: [CH3:1][O:2][C:3]1[N:4]=[C:5]2[C:10](=[CH:11][CH:12]=1)[N:9]=[CH:8][CH:7]=[C:6]2[CH2:13][CH2:14][N:15]1[CH2:20][CH2:19][CH2:18][CH:17]([CH2:21][NH2:22])[CH2:16]1.[O-]S([O-])(=O)=O.[Na+].[Na+].[O:30]=[C:31]1[CH2:36][S:35][C:34]2[CH:37]=[CH:38][C:39]([CH:41]=O)=[N:40][C:33]=2[NH:32]1.[BH4-].[Na+]. (5) Given the product [Cl:1][CH2:2][CH2:3][NH:4][C:5]([NH:16][C:11]1[CH:12]=[N:13][CH:14]=[CH:15][C:10]=1[CH:7]1[CH2:9][CH2:8]1)=[O:6], predict the reactants needed to synthesize it. The reactants are: [Cl:1][CH2:2][CH2:3][N:4]=[C:5]=[O:6].[CH:7]1([C:10]2[CH:15]=[CH:14][N:13]=[CH:12][C:11]=2[NH2:16])[CH2:9][CH2:8]1.CO. (6) Given the product [Cl:13][C:14]1[N:15]=[N:16][C:17]([CH:3]([C:1]#[N:2])[C:4]2[CH:5]=[CH:6][C:7]([F:12])=[C:8]([CH:11]=2)[C:9]#[N:10])=[CH:18][C:19]=1[CH:20]([CH3:22])[CH3:21], predict the reactants needed to synthesize it. The reactants are: [C:1]([CH2:3][C:4]1[CH:5]=[CH:6][C:7]([F:12])=[C:8]([CH:11]=1)[C:9]#[N:10])#[N:2].[Cl:13][C:14]1[N:15]=[N:16][C:17](Cl)=[CH:18][C:19]=1[CH:20]([CH3:22])[CH3:21].[H-].[Na+].